From a dataset of Choline transporter screen with 302,306 compounds. Binary Classification. Given a drug SMILES string, predict its activity (active/inactive) in a high-throughput screening assay against a specified biological target. The compound is o1c(C(=O)NCCCN2CCCC2)cc2c1nc1c(c2)ccc(c1)C. The result is 0 (inactive).